This data is from Reaction yield outcomes from USPTO patents with 853,638 reactions. The task is: Predict the reaction yield, written as a fraction of the theoretical maximum amount of product (1.0 means a 100% yield; for example, 0.34 means a 34% yield). (1) The reactants are [C:1]([O:5][C:6](=[O:29])[N:7]([CH:9]([CH2:19][O:20][CH2:21][CH:22]1[CH2:26][O:25][C:24]([CH3:28])([CH3:27])[O:23]1)[CH2:10][O:11]CC1C=CC=CC=1)[CH3:8])([CH3:4])([CH3:3])[CH3:2].[H][H]. The catalyst is CO.[Pd]. The product is [C:1]([O:5][C:6](=[O:29])[N:7]([CH:9]([CH2:19][O:20][CH2:21][CH:22]1[CH2:26][O:25][C:24]([CH3:28])([CH3:27])[O:23]1)[CH2:10][OH:11])[CH3:8])([CH3:4])([CH3:2])[CH3:3]. The yield is 0.950. (2) The reactants are [CH:1]1([N:7]2[C:12]3[C:13]4[CH:19]=[CH:18][NH:17][C:14]=4[N:15]=[CH:16][C:11]=3[CH2:10][NH:9][C:8]2=[O:20])[CH2:6][CH2:5][CH2:4][CH2:3][CH2:2]1.C(Cl)(Cl)Cl.CO. The catalyst is C(Cl)(Cl)Cl.[O-2].[O-2].[Mn+4]. The product is [CH:1]1([N:7]2[C:12]3[C:13]4[CH:19]=[CH:18][NH:17][C:14]=4[N:15]=[CH:16][C:11]=3[CH:10]=[N:9][C:8]2=[O:20])[CH2:2][CH2:3][CH2:4][CH2:5][CH2:6]1. The yield is 0.0320.